From a dataset of Forward reaction prediction with 1.9M reactions from USPTO patents (1976-2016). Predict the product of the given reaction. (1) Given the reactants S(Cl)(Cl)=O.[Cl:5][C:6]1[C:14]([Cl:15])=[CH:13][C:12]([N+:16]([O-:18])=[O:17])=[CH:11][C:7]=1[C:8]([OH:10])=O.O.[CH3:20]COC(C)=O, predict the reaction product. The product is: [Cl:5][C:6]1[C:14]([Cl:15])=[CH:13][C:12]([N+:16]([O-:18])=[O:17])=[CH:11][C:7]=1[C:8](=[O:10])[CH3:20]. (2) Given the reactants [CH2:1]([N:8]([C:10]1[C:15]([CH2:16][CH2:17][O:18][Si:19]([C:22]([CH3:25])([CH3:24])[CH3:23])([CH3:21])[CH3:20])=[CH:14][C:13]([N+:26]([O-])=O)=[CH:12][C:11]=1[F:29])[CH3:9])[C:2]1[CH:7]=[CH:6][CH:5]=[CH:4][CH:3]=1.[NH4+].[Cl-].CCO.O, predict the reaction product. The product is: [NH2:26][C:13]1[CH:14]=[C:15]([CH2:16][CH2:17][O:18][Si:19]([C:22]([CH3:23])([CH3:24])[CH3:25])([CH3:21])[CH3:20])[C:10]([N:8]([CH2:1][C:2]2[CH:3]=[CH:4][CH:5]=[CH:6][CH:7]=2)[CH3:9])=[C:11]([F:29])[CH:12]=1. (3) Given the reactants C(OC([N:8]1[CH2:11][C:10]([C@@H:13]([C:15]2[CH:16]=[C:17]3[C:26](=[CH:27][C:28]=2[CH:29]([CH3:31])[CH3:30])[O:25][CH2:24][C:23]2[N:18]3[C@H:19]([CH3:33])[C:20](=[O:32])[NH:21][N:22]=2)[CH3:14])([CH3:12])[CH2:9]1)=O)(C)(C)C.[ClH:34], predict the reaction product. The product is: [ClH:34].[CH:29]([C:28]1[CH:27]=[C:26]2[C:17]([N:18]3[C:23]([CH2:24][O:25]2)=[N:22][NH:21][C:20](=[O:32])[C@H:19]3[CH3:33])=[CH:16][C:15]=1[C@H:13]([C:10]1([CH3:12])[CH2:9][NH:8][CH2:11]1)[CH3:14])([CH3:30])[CH3:31]. (4) The product is: [C:22]([SiH2:21][O:20][C:19]([CH3:27])([CH3:26])[CH:17]1[CH2:16][O:15][C:14]2[CH:28]=[CH:29][C:11]([C:9]([OH:10])=[O:8])=[C:12]([CH3:30])[C:13]=2[O:18]1)([CH3:25])([CH3:23])[CH3:24]. Given the reactants C([O:8][C:9]([C:11]1[CH:29]=[CH:28][C:14]2[O:15][CH2:16][CH:17]([C:19]([CH3:27])([CH3:26])[O:20][SiH2:21][C:22]([CH3:25])([CH3:24])[CH3:23])[O:18][C:13]=2[C:12]=1[CH3:30])=[O:10])C1C=CC=CC=1.[H][H].C(Cl)(Cl)Cl, predict the reaction product. (5) Given the reactants [O:1]([C:8]1[CH:28]=[CH:27][C:11]([O:12][C:13]2[CH:18]=[CH:17][N:16]=[CH:15][C:14]=2[C:19]2[CH:24]=[CH:23][C:22]([CH2:25][NH2:26])=[CH:21][CH:20]=2)=[CH:10][CH:9]=1)[C:2]1[CH:7]=[CH:6][CH:5]=[CH:4][CH:3]=1.C(N(CC)CC)C.[CH2:36]1C[O:39][CH2:38][CH2:37]1, predict the reaction product. The product is: [O:1]([C:8]1[CH:9]=[CH:10][C:11]([O:12][C:13]2[CH:18]=[CH:17][N:16]=[CH:15][C:14]=2[C:19]2[CH:24]=[CH:23][C:22]([CH2:25][NH:26][C:38](=[O:39])[CH:37]=[CH2:36])=[CH:21][CH:20]=2)=[CH:27][CH:28]=1)[C:2]1[CH:7]=[CH:6][CH:5]=[CH:4][CH:3]=1. (6) The product is: [NH2:13][C:14]1[N:19]=[CH:18][N:17]=[C:16]2[N:20]([C@@H:39]3[CH2:43][CH2:42][N:41]([C:8](=[O:12])[CH:9]=[CH2:10])[CH2:40]3)[N:21]=[C:22]([C:23]3[CH:28]=[CH:27][C:26]([C:29](=[O:30])[C:31]4[CH:36]=[CH:35][C:34]([F:37])=[CH:33][CH:32]=4)=[CH:25][C:24]=3[F:38])[C:15]=12.[ClH:48]. Given the reactants C(N(CC)CC)C.[C:8]([OH:12])(=O)[CH:9]=[CH2:10].[NH2:13][C:14]1[N:19]=[CH:18][N:17]=[C:16]2[N:20]([C@@H:39]3[CH2:43][CH2:42][NH:41][CH2:40]3)[N:21]=[C:22]([C:23]3[CH:28]=[CH:27][C:26]([C:29]([C:31]4[CH:36]=[CH:35][C:34]([F:37])=[CH:33][CH:32]=4)=[O:30])=[CH:25][C:24]=3[F:38])[C:15]=12.C(#N)C.O.[Cl:48]CCl, predict the reaction product.